From a dataset of Forward reaction prediction with 1.9M reactions from USPTO patents (1976-2016). Predict the product of the given reaction. (1) Given the reactants [Br:1][C:2]1[C:3]([CH:31]=O)=[C:4]([C:27]([F:30])([F:29])[F:28])[CH:5]=[C:6]2[C:11]=1[NH:10][C:9](=[O:12])[N:8]([CH2:13][C:14]1[CH:19]=[C:18]([Cl:20])[CH:17]=[CH:16][C:15]=1[S:21]([CH2:24][CH3:25])(=[O:23])=[O:22])[C:7]2=[O:26].C(OC(=O)[NH:39][C@H:40]1[CH2:45][CH2:44][CH2:43][NH:42][CH2:41]1)(C)(C)C, predict the reaction product. The product is: [NH2:39][C@H:40]1[CH2:45][CH2:44][CH2:43][N:42]([CH2:31][C:3]2[C:2]([Br:1])=[C:11]3[C:6]([C:7](=[O:26])[N:8]([CH2:13][C:14]4[CH:19]=[C:18]([Cl:20])[CH:17]=[CH:16][C:15]=4[S:21]([CH2:24][CH3:25])(=[O:22])=[O:23])[C:9](=[O:12])[NH:10]3)=[CH:5][C:4]=2[C:27]([F:29])([F:30])[F:28])[CH2:41]1. (2) Given the reactants [C:1](Cl)(=[O:5])[C:2]([CH3:4])=[CH2:3].[S:7]([CH2:11][CH2:12][OH:13])[CH2:8][CH2:9][OH:10].C(N(CC)CC)C.C(O)(=O)C, predict the reaction product. The product is: [C:1]([O:10][CH2:9][CH2:8][S:7][CH2:11][CH2:12][OH:13])(=[O:5])[C:2]([CH3:4])=[CH2:3]. (3) Given the reactants [C:1]([C:5]1[CH:9]=[C:8]([NH2:10])[N:7]([CH3:11])[N:6]=1)([CH3:4])([CH3:3])[CH3:2].C(=O)([O-])[O-].[K+].[K+].[C:18](Cl)(Cl)=[S:19].O, predict the reaction product. The product is: [C:1]([C:5]1[CH:9]=[C:8]([N:10]=[C:18]=[S:19])[N:7]([CH3:11])[N:6]=1)([CH3:4])([CH3:2])[CH3:3]. (4) Given the reactants [S:1]([C:13]1[CH:22]=[CH:21][C:16]([C:17]([O:19][CH3:20])=[O:18])=[CH:15][CH:14]=1)[S:1][C:13]1[CH:14]=[CH:15][C:16]([C:17]([O:19][CH3:20])=[O:18])=[CH:21][CH:22]=1.[CH3:23][N:24]1[CH2:36][CH2:35][C:27]2[NH:28][C:29]3[CH:30]=[CH:31][CH:32]=[CH:33][C:34]=3[C:26]=2[CH2:25]1, predict the reaction product. The product is: [CH3:23][N:24]1[CH2:36][CH2:35][C:27]2=[C:26]([S:1][C:13]3[CH:14]=[CH:15][C:16]([C:17]([O:19][CH3:20])=[O:18])=[CH:21][CH:22]=3)[C:34]3[C:29]([N:28]2[CH2:25]1)=[CH:30][CH:31]=[CH:32][CH:33]=3. (5) Given the reactants [CH3:1][O:2][C:3]([CH:5]1[CH2:9][C:8]2([S:14][CH2:13][CH2:12][CH2:11][S:10]2)[CH2:7][N:6]1[C:15](=[O:29])[CH:16]([NH:21]C(OC(C)(C)C)=O)[C:17]([CH3:20])([CH3:19])[CH3:18])=[O:4].Cl.O1CCOCC1, predict the reaction product. The product is: [CH3:1][O:2][C:3]([CH:5]1[CH2:9][C:8]2([S:10][CH2:11][CH2:12][CH2:13][S:14]2)[CH2:7][N:6]1[C:15](=[O:29])[CH:16]([NH2:21])[C:17]([CH3:18])([CH3:19])[CH3:20])=[O:4].